This data is from NCI-60 drug combinations with 297,098 pairs across 59 cell lines. The task is: Regression. Given two drug SMILES strings and cell line genomic features, predict the synergy score measuring deviation from expected non-interaction effect. Drug 1: C1C(C(OC1N2C=NC3=C(N=C(N=C32)Cl)N)CO)O. Drug 2: COC1=C2C(=CC3=C1OC=C3)C=CC(=O)O2. Cell line: T-47D. Synergy scores: CSS=22.6, Synergy_ZIP=-4.71, Synergy_Bliss=-3.77, Synergy_Loewe=-38.1, Synergy_HSA=-4.27.